This data is from Peptide-MHC class II binding affinity with 134,281 pairs from IEDB. The task is: Regression. Given a peptide amino acid sequence and an MHC pseudo amino acid sequence, predict their binding affinity value. This is MHC class II binding data. (1) The peptide sequence is KYTATISGLKPGVDY. The MHC is DRB1_0401 with pseudo-sequence DRB1_0401. The binding affinity (normalized) is 0.411. (2) The peptide sequence is GVAQGGVFHTMWHVT. The MHC is DRB5_0101 with pseudo-sequence DRB5_0101. The binding affinity (normalized) is 0.619. (3) The peptide sequence is VVSRLLIPVPFDPPA. The MHC is DRB5_0101 with pseudo-sequence DRB5_0101. The binding affinity (normalized) is 0.165. (4) The peptide sequence is APFIEQEGPEYFDQE. The MHC is HLA-DQA10501-DQB10201 with pseudo-sequence HLA-DQA10501-DQB10201. The binding affinity (normalized) is 0.815. (5) The peptide sequence is DLQRSAMVYSSDD. The MHC is DRB1_0401 with pseudo-sequence DRB1_0401. The binding affinity (normalized) is 0. (6) The peptide sequence is QSTFLGASQRGVGVA. The MHC is HLA-DQA10601-DQB10402 with pseudo-sequence HLA-DQA10601-DQB10402. The binding affinity (normalized) is 0.511.